From a dataset of Catalyst prediction with 721,799 reactions and 888 catalyst types from USPTO. Predict which catalyst facilitates the given reaction. (1) Reactant: [C:1]([CH:5]1[CH2:10][CH2:9][C:8]([C:11]2[C:12]([N+:23]([O-])=O)=[CH:13][C:14]3[O:19][CH2:18][C:17](=[O:20])[N:16]([CH3:21])[C:15]=3[CH:22]=2)=[CH:7][CH2:6]1)([CH3:4])([CH3:3])[CH3:2].O1CCCC1. Product: [NH2:23][C:12]1[C:11]([CH:8]2[CH2:9][CH2:10][CH:5]([C:1]([CH3:4])([CH3:3])[CH3:2])[CH2:6][CH2:7]2)=[CH:22][C:15]2[N:16]([CH3:21])[C:17](=[O:20])[CH2:18][O:19][C:14]=2[CH:13]=1. The catalyst class is: 43. (2) Reactant: [CH:1]1([N:7]2[CH2:12][CH2:11][N:10]([C:13]3[C:26]4=[N:27][O:28][C:24]5=[C:25]4[C:16]([C:17](=[O:29])[C:18]4[C:23]5=[CH:22][CH:21]=[CH:20][CH:19]=4)=[C:15]([NH:30][C:31]4[CH:39]=[CH:38][C:34]([C:35]([OH:37])=[O:36])=[CH:33][CH:32]=4)[CH:14]=3)[CH2:9][CH2:8]2)[CH2:6][CH2:5][CH2:4][CH2:3][CH2:2]1.[OH-].[Na+:41]. Product: [CH:1]1([N:7]2[CH2:8][CH2:9][N:10]([C:13]3[C:26]4=[N:27][O:28][C:24]5=[C:25]4[C:16]([C:17](=[O:29])[C:18]4[C:23]5=[CH:22][CH:21]=[CH:20][CH:19]=4)=[C:15]([NH:30][C:31]4[CH:32]=[CH:33][C:34]([C:35]([O-:37])=[O:36])=[CH:38][CH:39]=4)[CH:14]=3)[CH2:11][CH2:12]2)[CH2:2][CH2:3][CH2:4][CH2:5][CH2:6]1.[Na+:41]. The catalyst class is: 5. (3) Reactant: [NH2:1][C:2]1[C:10]2[C:9]([C:11]3[CH:16]=[CH:15][C:14]([Cl:17])=[C:13]([Cl:18])[CH:12]=3)=[N:8][C:7](S(C)=O)=[N:6][C:5]=2[S:4][C:3]=1[C:22]([NH2:24])=[O:23].[CH3:25][C:26]([NH2:34])([CH3:33])[CH2:27][N:28]1[CH2:32][CH2:31][CH2:30][CH2:29]1. Product: [NH2:1][C:2]1[C:10]2[C:9]([C:11]3[CH:16]=[CH:15][C:14]([Cl:17])=[C:13]([Cl:18])[CH:12]=3)=[N:8][C:7]([NH:34][C:26]([CH3:33])([CH3:25])[CH2:27][N:28]3[CH2:32][CH2:31][CH2:30][CH2:29]3)=[N:6][C:5]=2[S:4][C:3]=1[C:22]([NH2:24])=[O:23]. The catalyst class is: 3. (4) Reactant: [C:1]1([CH3:30])[CH:6]=[CH:5][C:4]([C:7]2[N:8]=[C:9]3[CH2:23][CH2:22][CH2:21][N:20]([CH2:24][CH2:25][CH2:26][CH2:27][CH:28]=O)[C:10]3=[N:11][C:12]=2[C:13]2[CH:18]=[CH:17][C:16]([CH3:19])=[CH:15][CH:14]=2)=[CH:3][CH:2]=1.[S:31]1[CH2:35][C:34](=[O:36])[NH:33][C:32]1=[O:37].N1CCCCC1.Cl. Product: [C:1]1([CH3:30])[CH:6]=[CH:5][C:4]([C:7]2[N:8]=[C:9]3[CH2:23][CH2:22][CH2:21][N:20]([CH2:24][CH2:25][CH2:26][CH2:27]/[CH:28]=[C:35]4\[C:34](=[O:36])[NH:33][C:32](=[O:37])[S:31]\4)[C:10]3=[N:11][C:12]=2[C:13]2[CH:18]=[CH:17][C:16]([CH3:19])=[CH:15][CH:14]=2)=[CH:3][CH:2]=1. The catalyst class is: 88. (5) Reactant: [C:1]([O:5][C:6]([N:8]([CH2:12][C:13]1[CH:14]=[C:15]([CH2:20][C:21]([OH:23])=O)[CH:16]=[CH:17][C:18]=1[Cl:19])[CH:9]1[CH2:11][CH2:10]1)=[O:7])([CH3:4])([CH3:3])[CH3:2].[CH3:24][NH2:25]. Product: [C:1]([O:5][C:6](=[O:7])[N:8]([CH2:12][C:13]1[CH:14]=[C:15]([CH2:20][C:21](=[O:23])[NH:25][CH3:24])[CH:16]=[CH:17][C:18]=1[Cl:19])[CH:9]1[CH2:11][CH2:10]1)([CH3:4])([CH3:3])[CH3:2]. The catalyst class is: 2. (6) Reactant: [CH3:1][O:2][C:3]1[CH:17]=[C:16]([O:18][CH3:19])[CH:15]=[CH:14][C:4]=1[CH2:5][NH:6][C:7]1[CH:12]=[CH:11][CH:10]=[C:9]([F:13])[N:8]=1.C(=O)=O.CC(C)=O.[Li+].C[Si]([N-][Si](C)(C)C)(C)C.[O:37]=[C:38]1[NH:42][C:41]2[CH:43]=[CH:44][C:45]([S:47](Cl)(=[O:49])=[O:48])=[CH:46][C:40]=2[O:39]1.N#N. Product: [CH3:1][O:2][C:3]1[CH:17]=[C:16]([O:18][CH3:19])[CH:15]=[CH:14][C:4]=1[CH2:5][N:6]([C:7]1[CH:12]=[CH:11][CH:10]=[C:9]([F:13])[N:8]=1)[S:47]([C:45]1[CH:44]=[CH:43][C:41]2[NH:42][C:38](=[O:37])[O:39][C:40]=2[CH:46]=1)(=[O:49])=[O:48]. The catalyst class is: 1. (7) Reactant: [Cl:1]N1C(=O)CCC1=O.[CH3:9][O:10][C:11]([C:13]1[N:14]=[C:15]2[C:20]([C:21]([F:24])([F:23])[F:22])=[CH:19][C:18]([C:25]3[CH:26]=[N:27][N:28]([C:30]([O:32][C:33]([CH3:36])([CH3:35])[CH3:34])=[O:31])[CH:29]=3)=[CH:17][N:16]2[CH:37]=1)=[O:12]. Product: [CH3:9][O:10][C:11]([C:13]1[N:14]=[C:15]2[C:20]([C:21]([F:22])([F:23])[F:24])=[CH:19][C:18]([C:25]3[CH:26]=[N:27][N:28]([C:30]([O:32][C:33]([CH3:34])([CH3:36])[CH3:35])=[O:31])[CH:29]=3)=[CH:17][N:16]2[C:37]=1[Cl:1])=[O:12]. The catalyst class is: 3. (8) Reactant: [F:1][C:2]([F:32])([F:31])[C:3]1[CH:8]=[CH:7][C:6]([C:9]2[C:10]([C:15]([NH:17][C:18]3[CH:27]=[C:26]4[C:21]([CH:22]=[C:23]([C:28](O)=[O:29])[CH:24]=[N:25]4)=[CH:20][CH:19]=3)=[O:16])=[CH:11][CH:12]=[CH:13][CH:14]=2)=[CH:5][CH:4]=1.[CH3:33][O:34][C:35]1[CH:42]=[CH:41][CH:40]=[CH:39][C:36]=1[CH2:37][NH2:38].Cl.CN(C)CCCN=C=NCC.ON1C2C=CC=CC=2N=N1.C(N(CC)CC)C. Product: [CH3:33][O:34][C:35]1[CH:42]=[CH:41][CH:40]=[CH:39][C:36]=1[CH2:37][NH:38][C:28]([C:23]1[CH:24]=[N:25][C:26]2[C:21]([CH:22]=1)=[CH:20][CH:19]=[C:18]([NH:17][C:15]([C:10]1[C:9]([C:6]3[CH:5]=[CH:4][C:3]([C:2]([F:31])([F:32])[F:1])=[CH:8][CH:7]=3)=[CH:14][CH:13]=[CH:12][CH:11]=1)=[O:16])[CH:27]=2)=[O:29]. The catalyst class is: 96. (9) Reactant: [H-].[Na+].[C:3]([C:5]1[CH:6]=[C:7]2[C:11](=[CH:12][CH:13]=1)[NH:10][C:9](=[O:14])[CH2:8]2)#[N:4].Cl[C:16]1[CH:21]=[CH:20][C:19]([CH2:22][N:23]2[CH2:28][CH2:27][O:26][CH2:25][CH2:24]2)=[CH:18][N+:17]=1[O-].P(Cl)(Cl)Cl. Product: [OH:14][C:9]1[NH:10][C:11]2[C:7]([C:8]=1[C:16]1[CH:21]=[CH:20][C:19]([CH2:22][N:23]3[CH2:28][CH2:27][O:26][CH2:25][CH2:24]3)=[CH:18][N:17]=1)=[CH:6][C:5]([C:3]#[N:4])=[CH:13][CH:12]=2. The catalyst class is: 42. (10) Reactant: [Br:1][C:2]1[CH:3]=[C:4]([CH:13]=[O:14])[C:5]2[O:9][CH2:8][C:7]([CH3:11])([CH3:10])[C:6]=2[CH:12]=1.[C:15]([Mg]Cl)([CH3:18])([CH3:17])[CH3:16].CCOCC. Product: [Br:1][C:2]1[CH:3]=[C:4]([CH:13]([OH:14])[C:15]([CH3:18])([CH3:17])[CH3:16])[C:5]2[O:9][CH2:8][C:7]([CH3:11])([CH3:10])[C:6]=2[CH:12]=1. The catalyst class is: 54.